The task is: Predict the reaction yield, written as a fraction of the theoretical maximum amount of product (1.0 means a 100% yield; for example, 0.34 means a 34% yield).. This data is from Reaction yield outcomes from USPTO patents with 853,638 reactions. The reactants are [CH:1]([C:4]1[CH:9]=[CH:8][C:7]([C:10]2[C:14]3[C:15]([CH3:32])=[C:16]([N:21]4[C:29](=O)[C:28]5[C:23](=[CH:24][CH:25]=[CH:26][CH:27]=5)[C:22]4=O)[C:17]([CH3:20])=[C:18]([CH3:19])[C:13]=3[O:12][C:11]=2[CH3:33])=[CH:6][CH:5]=1)([CH3:3])[CH3:2]. The catalyst is C(O)C. The product is [CH:1]([C:4]1[CH:9]=[CH:8][C:7]([C:10]2[C:14]3[C:15]([CH3:32])=[C:16]([N:21]4[CH2:22][C:23]5[C:28](=[CH:27][CH:26]=[CH:25][CH:24]=5)[CH2:29]4)[C:17]([CH3:20])=[C:18]([CH3:19])[C:13]=3[O:12][C:11]=2[CH3:33])=[CH:6][CH:5]=1)([CH3:3])[CH3:2]. The yield is 0.700.